Task: Predict which catalyst facilitates the given reaction.. Dataset: Catalyst prediction with 721,799 reactions and 888 catalyst types from USPTO (1) Reactant: [Br:1][C:2]1[CH:7]=[C:6]([F:8])[CH:5]=[CH:4][C:3]=1[N+:9]([O-])=O.[CH:12]([Mg]Br)=[CH2:13].[NH4+].[Cl-]. Product: [Br:1][C:2]1[CH:7]=[C:6]([F:8])[CH:5]=[C:4]2[C:3]=1[NH:9][CH:13]=[CH:12]2. The catalyst class is: 1. (2) Reactant: [Cl:1][C:2]1[CH:7]=[C:6]([Cl:8])[CH:5]=[CH:4][C:3]=1[C:9](=[O:12])[CH2:10]Cl.[CH3:13][N:14]1[CH2:19][CH2:18][NH:17][CH2:16][CH2:15]1. Product: [Cl:1][C:2]1[CH:7]=[C:6]([Cl:8])[CH:5]=[CH:4][C:3]=1[C:9](=[O:12])[CH2:10][N:17]1[CH2:18][CH2:19][N:14]([CH3:13])[CH2:15][CH2:16]1. The catalyst class is: 3. (3) Reactant: C[Si](C)(C)[N-][Si](C)(C)C.[Na+].[Br-].[Cl:12][C:13]1[CH:14]=[N:15][C:16]2[C:21]([C:22]=1[CH2:23][CH2:24][P+](C1C=CC=CC=1)(C1C=CC=CC=1)C1C=CC=CC=1)=[CH:20][C:19]([O:44][CH3:45])=[CH:18][CH:17]=2.[C:46]([O:50][C:51](=[O:61])[NH:52][C@H:53]1[CH2:58][CH2:57][C@H:56]([CH:59]=O)[CH2:55][CH2:54]1)([CH3:49])([CH3:48])[CH3:47].C(OCC)(=O)C. Product: [C:46]([O:50][C:51](=[O:61])[NH:52][C@H:53]1[CH2:54][CH2:55][C@H:56]([CH:59]=[CH:24][CH2:23][C:22]2[C:21]3[C:16](=[CH:17][CH:18]=[C:19]([O:44][CH3:45])[CH:20]=3)[N:15]=[CH:14][C:13]=2[Cl:12])[CH2:57][CH2:58]1)([CH3:49])([CH3:47])[CH3:48]. The catalyst class is: 7. (4) Product: [CH2:12]([O:11][P:9]([O:19][C:20]1[CH:28]=[C:27]2[C:23]([C@H:24]([CH2:36][Cl:37])[CH2:25][N:26]2[C:29](=[O:30])[CH2:51][CH2:52][CH2:53][C:54]([O:56][CH3:57])=[O:55])=[C:22]2[C:38]([CH3:41])=[CH:39][S:40][C:21]=12)([O:8][CH2:1][C:2]1[CH:3]=[CH:4][CH:5]=[CH:6][CH:7]=1)=[O:10])[C:13]1[CH:18]=[CH:17][CH:16]=[CH:15][CH:14]=1. The catalyst class is: 168. Reactant: [CH2:1]([O:8][P:9]([O:19][C:20]1[CH:28]=[C:27]2[C:23]([C@H:24]([CH2:36][Cl:37])[CH2:25][N:26]2[C:29](OC(C)(C)C)=[O:30])=[C:22]2[C:38]([CH3:41])=[CH:39][S:40][C:21]=12)([O:11][CH2:12][C:13]1[CH:18]=[CH:17][CH:16]=[CH:15][CH:14]=1)=[O:10])[C:2]1[CH:7]=[CH:6][CH:5]=[CH:4][CH:3]=1.C(O)(C(F)(F)F)=O.ClC(=O)[CH2:51][CH2:52][CH2:53][C:54]([O:56][CH3:57])=[O:55].CCN(CC)CC. (5) Reactant: [CH:1]([C:4]1[C:5]([O:31][CH2:32][CH2:33][CH3:34])=[C:6]([CH:28]=[CH:29][CH:30]=1)[CH2:7][N:8]([CH3:27])[C:9](=[O:26])/[CH:10]=[CH:11]/[C:12]1[CH:25]=[N:24][C:15]2[NH:16][C:17](=[O:23])[C:18](C)(C)[NH:19][CH2:20][C:14]=2[CH:13]=1)([CH3:3])[CH3:2].[ClH:35]. Product: [ClH:35].[CH:1]([C:4]1[C:5]([O:31][CH2:32][CH2:33][CH3:34])=[C:6]([CH:28]=[CH:29][CH:30]=1)[CH2:7][N:8]([CH3:27])[C:9](=[O:26])/[CH:10]=[CH:11]/[C:12]1[CH:25]=[N:24][C:15]2[NH:16][C:17](=[O:23])[CH2:18][NH:19][CH2:20][C:14]=2[CH:13]=1)([CH3:3])[CH3:2]. The catalyst class is: 343. (6) Reactant: Cl.[CH3:2][N:3]1[C:7]([C:8]2[C:13]([F:14])=[CH:12][N:11]=[C:10]([NH:15][C:16]3[CH:21]=[CH:20][C:19]([C:22]([C:24]4[CH:29]=[CH:28][CH:27]=[CH:26][N:25]=4)=[O:23])=[CH:18][CH:17]=3)[N:9]=2)=[CH:6][N:5]=[C:4]1[CH3:30].[BH4-].[Na+]. Product: [CH3:2][N:3]1[C:7]([C:8]2[C:13]([F:14])=[CH:12][N:11]=[C:10]([NH:15][C:16]3[CH:17]=[CH:18][C:19]([CH:22]([C:24]4[CH:29]=[CH:28][CH:27]=[CH:26][N:25]=4)[OH:23])=[CH:20][CH:21]=3)[N:9]=2)=[CH:6][N:5]=[C:4]1[CH3:30]. The catalyst class is: 14. (7) Reactant: [NH2:1][C:2]1[CH:3]=[N:4][N:5]([CH2:8][C:9]([CH3:12])([OH:11])[CH3:10])[C:6]=1[Cl:7].Cl[C:14]1[N:15]=[C:16]([O:41][CH:42]2[CH2:46][CH2:45][CH2:44][CH2:43]2)[C:17]2[C:22]([C:23]3[CH:32]=[CH:31][C:26]4[N:27]=[C:28]([CH3:30])[O:29][C:25]=4[CH:24]=3)=[CH:21][N:20]([CH2:33][O:34][CH2:35][CH2:36][Si:37]([CH3:40])([CH3:39])[CH3:38])[C:18]=2[N:19]=1.C1(P(C2C=CC=CC=2)C2C=CC3C(=CC=CC=3)C=2C2C3C(=CC=CC=3)C=CC=2P(C2C=CC=CC=2)C2C=CC=CC=2)C=CC=CC=1.C(=O)([O-])[O-].[Cs+].[Cs+]. Product: [Cl:7][C:6]1[N:5]([CH2:8][C:9]([CH3:12])([OH:11])[CH3:10])[N:4]=[CH:3][C:2]=1[NH:1][C:14]1[N:15]=[C:16]([O:41][CH:42]2[CH2:43][CH2:44][CH2:45][CH2:46]2)[C:17]2[C:22]([C:23]3[CH:32]=[CH:31][C:26]4[N:27]=[C:28]([CH3:30])[O:29][C:25]=4[CH:24]=3)=[CH:21][N:20]([CH2:33][O:34][CH2:35][CH2:36][Si:37]([CH3:40])([CH3:39])[CH3:38])[C:18]=2[N:19]=1. The catalyst class is: 160. (8) The catalyst class is: 2. Product: [CH:32]1([CH2:31][N:28]2[CH2:27][CH2:26][NH:25][CH2:30][CH2:29]2)[CH2:33][CH2:34][CH2:35][CH2:36][CH2:37]1.[ClH:38]. Reactant: C(O[BH-](OC(=O)C)OC(=O)C)(=O)C.[Na+].C(N1CCNCC1)=O.C([N:25]1[CH2:30][CH2:29][N:28]([CH2:31][CH:32]2[CH2:37][CH2:36][CH2:35][CH2:34][CH2:33]2)[CH2:27][CH2:26]1)=O.[ClH:38].